This data is from Reaction yield outcomes from USPTO patents with 853,638 reactions. The task is: Predict the reaction yield, written as a fraction of the theoretical maximum amount of product (1.0 means a 100% yield; for example, 0.34 means a 34% yield). (1) The reactants are P(Cl)(Cl)([Cl:3])=O.[CH2:6]([C:8]1[S:17][C:11]2[N:12]=[CH:13][N:14]=[C:15](O)[C:10]=2[CH:9]=1)[CH3:7]. The catalyst is O1CCOCC1. The product is [Cl:3][C:15]1[C:10]2[CH:9]=[C:8]([CH2:6][CH3:7])[S:17][C:11]=2[N:12]=[CH:13][N:14]=1. The yield is 0.420. (2) The reactants are [C:1]([O:5][C:6]([N:8]1[CH2:13][CH2:12][C:11]([CH:16]2[CH2:21][CH2:20][CH2:19][CH2:18][CH2:17]2)([CH:14]=O)[CH2:10][CH2:9]1)=[O:7])([CH3:4])([CH3:3])[CH3:2].[NH2:22][C:23]1[S:24][CH:25]=[CH:26][N:27]=1.C(O[BH-](OC(=O)C)OC(=O)C)(=O)C.[Na+]. The catalyst is C1(C)C=CC=CC=1.C(OCC)(=O)C. The product is [C:1]([O:5][C:6]([N:8]1[CH2:13][CH2:12][C:11]([CH:16]2[CH2:21][CH2:20][CH2:19][CH2:18][CH2:17]2)([CH2:14][NH:22][C:23]2[S:24][CH:25]=[CH:26][N:27]=2)[CH2:10][CH2:9]1)=[O:7])([CH3:4])([CH3:3])[CH3:2]. The yield is 0.820. (3) The reactants are CS(O[CH2:6][CH2:7][O:8][C:9]1[C:17]2[C:12](=[N:13][CH:14]=[N:15][C:16]=2[NH:18][C:19]2[CH:24]=[CH:23][C:22]([O:25][CH2:26][C:27]3[CH:32]=[CH:31][CH:30]=[CH:29][CH:28]=3)=[C:21]([CH3:33])[CH:20]=2)[NH:11][N:10]=1)(=O)=O.[CH2:34]1[CH2:40][O:39][CH2:38][CH2:37][NH:36][CH2:35]1. No catalyst specified. The product is [CH2:26]([O:25][C:22]1[CH:23]=[CH:24][C:19]([NH:18][C:16]2[N:15]=[CH:14][N:13]=[C:12]3[NH:11][N:10]=[C:9]([O:8][CH2:7][CH2:6][N:36]4[CH2:35][CH2:34][CH2:40][O:39][CH2:38][CH2:37]4)[C:17]=23)=[CH:20][C:21]=1[CH3:33])[C:27]1[CH:28]=[CH:29][CH:30]=[CH:31][CH:32]=1. The yield is 0.220. (4) The reactants are [N+:1]([C:4]1[CH:5]=[CH:6][CH:7]=[C:8]2[C:12]=1[NH:11][C:10]([C:13]([OH:15])=O)=[CH:9]2)([O-:3])=[O:2].[N:16]1(O)C2C=CC=CC=2N=N1.Cl.CN(C)CCCN=C=NCC.N. The catalyst is O.CN(C)C=O. The product is [N+:1]([C:4]1[CH:5]=[CH:6][CH:7]=[C:8]2[C:12]=1[NH:11][C:10]([C:13]([NH2:16])=[O:15])=[CH:9]2)([O-:3])=[O:2]. The yield is 0.730.